Dataset: Full USPTO retrosynthesis dataset with 1.9M reactions from patents (1976-2016). Task: Predict the reactants needed to synthesize the given product. Given the product [Cl:22][C:21]1[C:16]([O:15][C@H:12]2[CH2:13][CH2:14][C@@H:9]([OH:8])[CH2:10][C@@H:11]2[C:45]2[N:49]([CH3:50])[N:48]=[CH:47][CH:46]=2)=[CH:17][C:18]([F:44])=[C:19]([S:23]([N:26]([CH2:33][C:34]2[CH:39]=[CH:38][C:37]([O:40][CH3:41])=[CH:36][C:35]=2[O:42][CH3:43])[C:27]2[CH:32]=[CH:31][N:30]=[CH:29][N:28]=2)(=[O:25])=[O:24])[CH:20]=1, predict the reactants needed to synthesize it. The reactants are: [Si]([O:8][C@@H:9]1[CH2:14][CH2:13][C@H:12]([O:15][C:16]2[C:21]([Cl:22])=[CH:20][C:19]([S:23]([N:26]([CH2:33][C:34]3[CH:39]=[CH:38][C:37]([O:40][CH3:41])=[CH:36][C:35]=3[O:42][CH3:43])[C:27]3[CH:32]=[CH:31][N:30]=[CH:29][N:28]=3)(=[O:25])=[O:24])=[C:18]([F:44])[CH:17]=2)[C@@H:11]([C:45]2[N:49]([CH3:50])[N:48]=[CH:47][CH:46]=2)[CH2:10]1)(C(C)(C)C)(C)C.[F-].C([N+](CCCC)(CCCC)CCCC)CCC.